Predict the reactants needed to synthesize the given product. From a dataset of Full USPTO retrosynthesis dataset with 1.9M reactions from patents (1976-2016). The reactants are: Cl[C:2]1[N:7]=[CH:6][C:5]([C:8]2[CH:9]=[C:10]3[C:14](=[CH:15][CH:16]=2)[N:13]([S:17]([C:20]2[CH:25]=[CH:24][CH:23]=[CH:22][CH:21]=2)(=[O:19])=[O:18])[C:12]([C:26]2[C:31]([F:32])=[CH:30][CH:29]=[CH:28][C:27]=2[F:33])=[CH:11]3)=[C:4]([CH3:34])[CH:3]=1.[NH2:35][C:36]1[N:41]=[CH:40][C:39](B(O)O)=[CH:38][N:37]=1.C(=O)([O-])[O-].[Cs+].[Cs+].O. Given the product [C:20]1([S:17]([N:13]2[C:14]3[C:10](=[CH:9][C:8]([C:5]4[C:4]([CH3:34])=[CH:3][C:2]([C:39]5[CH:38]=[N:37][C:36]([NH2:35])=[N:41][CH:40]=5)=[N:7][CH:6]=4)=[CH:16][CH:15]=3)[CH:11]=[C:12]2[C:26]2[C:27]([F:33])=[CH:28][CH:29]=[CH:30][C:31]=2[F:32])(=[O:19])=[O:18])[CH:25]=[CH:24][CH:23]=[CH:22][CH:21]=1, predict the reactants needed to synthesize it.